From a dataset of Reaction yield outcomes from USPTO patents with 853,638 reactions. Predict the reaction yield, written as a fraction of the theoretical maximum amount of product (1.0 means a 100% yield; for example, 0.34 means a 34% yield). (1) The reactants are Br[C:2]1[CH:3]=[CH:4][CH:5]=[C:6]2[C:11]=1[N:10]=[CH:9][CH:8]=[C:7]2[C:12]1[CH2:16][C:15]([C:21]2[CH:26]=[C:25]([Cl:27])[CH:24]=[C:23]([Cl:28])[CH:22]=2)([C:17]([F:20])([F:19])[F:18])[O:14][N:13]=1.[C:29](=[O:32])([O-])[O-:30].[Na+].[Na+].[CH3:35]O. The catalyst is C1(P([C-]2C=CC=C2)C2C=CC=CC=2)C=CC=CC=1.[C-]1(P(C2C=CC=CC=2)C2C=CC=CC=2)C=CC=C1.[Fe+2]. The product is [CH3:35][O:30][C:29]([C:2]1[CH:3]=[CH:4][CH:5]=[C:6]2[C:11]=1[N:10]=[CH:9][CH:8]=[C:7]2[C:12]1[CH2:16][C:15]([C:21]2[CH:26]=[C:25]([Cl:27])[CH:24]=[C:23]([Cl:28])[CH:22]=2)([C:17]([F:20])([F:19])[F:18])[O:14][N:13]=1)=[O:32]. The yield is 0.619. (2) The reactants are Br[C:2]1[CH:3]=[C:4]2[C:9](=[CH:10][CH:11]=1)[N:8]=[CH:7][C:6]([C:12](=[O:14])[CH3:13])=[C:5]2[NH:15][C@H:16]1[CH2:21][CH2:20][C@H:19]([CH2:22][N:23]([CH3:25])[CH3:24])[CH2:18][CH2:17]1.[Cl:26][C:27]1[CH:32]=[C:31](B2OC(C)(C)C(C)(C)O2)[CH:30]=[C:29]([Cl:42])[C:28]=1[OH:43]. No catalyst specified. The product is [Cl:26][C:27]1[CH:32]=[C:31]([C:2]2[CH:3]=[C:4]3[C:9](=[CH:10][CH:11]=2)[N:8]=[CH:7][C:6]([C:12](=[O:14])[CH3:13])=[C:5]3[NH:15][C@H:16]2[CH2:21][CH2:20][C@H:19]([CH2:22][N:23]([CH3:24])[CH3:25])[CH2:18][CH2:17]2)[CH:30]=[C:29]([Cl:42])[C:28]=1[OH:43]. The yield is 0.640. (3) The reactants are [C:1]([C:3]1[CH:4]=[C:5]([C:19]2[CH:24]=[CH:23][CH:22]=[C:21]([CH2:25][NH:26][C:27](=[O:33])[O:28][C:29]([CH3:32])([CH3:31])[CH3:30])[CH:20]=2)[CH:6]=[C:7]([O:9][C:10]2[C:15]([F:16])=[CH:14][C:13]([F:17])=[C:12]([OH:18])[N:11]=2)[CH:8]=1)#[N:2].N1C=CC=CC=1.[O:40](S(C(F)(F)F)(=O)=O)[S:41]([C:44]([F:47])([F:46])[F:45])(=O)=[O:42]. The catalyst is C(Cl)Cl. The product is [F:45][C:44]([F:47])([F:46])[S:41]([O:18][C:12]1[C:13]([F:17])=[CH:14][C:15]([F:16])=[C:10]([O:9][C:7]2[CH:6]=[C:5]([C:19]3[CH:24]=[CH:23][CH:22]=[C:21]([CH2:25][NH:26][C:27]([O:28][C:29]([CH3:30])([CH3:32])[CH3:31])=[O:33])[CH:20]=3)[CH:4]=[C:3]([C:1]#[N:2])[CH:8]=2)[N:11]=1)(=[O:42])=[O:40]. The yield is 0.730. (4) The reactants are [N:1]([C@@H:4]1[CH2:9][CH2:8][N:7]([C:10]([O:12][C:13]([CH3:16])([CH3:15])[CH3:14])=[O:11])[C@@H:6]([C:17]([O:19][CH3:20])=[O:18])[CH2:5]1)=[N+]=[N-]. The catalyst is CO.[Pd]. The product is [NH2:1][C@@H:4]1[CH2:9][CH2:8][N:7]([C:10]([O:12][C:13]([CH3:14])([CH3:15])[CH3:16])=[O:11])[C@@H:6]([C:17]([O:19][CH3:20])=[O:18])[CH2:5]1. The yield is 0.960. (5) The reactants are [I:1][C:2]1[CH:3]=[C:4]2[C:8](=[CH:9][CH:10]=1)[NH:7][C:6](=[O:11])[C:5]2=O.[NH:13]([C:15]([C:17]1[CH:22]=[CH:21][C:20]([NH:23][C:24](=[O:31])[C:25]2[CH:30]=[CH:29][CH:28]=[CH:27][CH:26]=2)=[CH:19][CH:18]=1)=[O:16])[NH2:14]. The catalyst is C(O)(=O)C. The product is [I:1][C:2]1[CH:3]=[C:4]2[C:8](=[CH:9][CH:10]=1)[NH:7][C:6](=[O:11])[C:5]2=[N:14][NH:13][C:15]([C:17]1[CH:18]=[CH:19][C:20]([NH:23][C:24](=[O:31])[C:25]2[CH:26]=[CH:27][CH:28]=[CH:29][CH:30]=2)=[CH:21][CH:22]=1)=[O:16]. The yield is 0.890.